This data is from Reaction yield outcomes from USPTO patents with 853,638 reactions. The task is: Predict the reaction yield, written as a fraction of the theoretical maximum amount of product (1.0 means a 100% yield; for example, 0.34 means a 34% yield). (1) The reactants are [Br:1][C:2]1[CH:17]=[C:5]2[NH:6][C:7]([CH3:16])=[C:8]([CH2:11][C:12]([O:14][CH3:15])=[O:13])[C:9](=O)[N:4]2[N:3]=1.O=P(Cl)(Cl)[Cl:20]. No catalyst specified. The product is [Br:1][C:2]1[CH:17]=[C:5]2[N:6]=[C:7]([CH3:16])[C:8]([CH2:11][C:12]([O:14][CH3:15])=[O:13])=[C:9]([Cl:20])[N:4]2[N:3]=1. The yield is 0.830. (2) The reactants are [CH3:1][C:2]1([CH3:7])[CH2:6][CH2:5][NH:4][CH2:3]1.[CH:8]1([C:11]2[N:16]=[C:15]([C:17]([NH:19][C:20]3[CH:28]=[N:27][CH:26]=[CH:25][C:21]=3[C:22](O)=[O:23])=[O:18])[C:14]([NH:29][C:30]3[CH:31]=[N:32][CH:33]=[N:34][CH:35]=3)=[CH:13][CH:12]=2)[CH2:10][CH2:9]1. The product is [CH3:1][C:2]1([CH3:7])[CH2:6][CH2:5][N:4]([C:22]([C:21]2[CH:25]=[CH:26][N:27]=[CH:28][C:20]=2[NH:19][C:17]([C:15]2[C:14]([NH:29][C:30]3[CH:31]=[N:32][CH:33]=[N:34][CH:35]=3)=[CH:13][CH:12]=[C:11]([CH:8]3[CH2:10][CH2:9]3)[N:16]=2)=[O:18])=[O:23])[CH2:3]1. No catalyst specified. The yield is 0.340.